Binary Classification. Given a drug SMILES string, predict its activity (active/inactive) in a high-throughput screening assay against a specified biological target. From a dataset of HIV replication inhibition screening data with 41,000+ compounds from the AIDS Antiviral Screen. (1) The drug is [N-]=[N+]=CC(=O)CCC(=O)N(c1ccccc1)c1ccccc1. The result is 1 (active). (2) The drug is CCOC(=O)C1=C(C)NC(=S)NC1c1ccccc1. The result is 0 (inactive). (3) The compound is CNc1c2c(c3nc4ccccc4c4c3c1N=C4)NCCC2=O. The result is 0 (inactive). (4) The compound is Cc1[nH]c(-c2ccccc2)c(O)c1C(=O)OC12CC3CC(CC(C3)C1)C2. The result is 0 (inactive). (5) The molecule is O=C(NC1CCCCC1)c1nn[nH]c1Cl. The result is 0 (inactive). (6) The compound is CC(C)=CCCC(C)C1=C(N)C(=O)C(C)=C(O)C1=O. The result is 0 (inactive). (7) The compound is CSC(=S)Nc1cccc(C)n1. The result is 0 (inactive). (8) The compound is COc1cc(O)c2c(c1)C(=O)C1=C(C2=O)C(O)CC(C)(O)C1. The result is 0 (inactive).